From a dataset of Peptide-MHC class II binding affinity with 134,281 pairs from IEDB. Regression. Given a peptide amino acid sequence and an MHC pseudo amino acid sequence, predict their binding affinity value. This is MHC class II binding data. (1) The peptide sequence is VYHQINHLKTVLEEK. The MHC is DRB1_1302 with pseudo-sequence DRB1_1302. The binding affinity (normalized) is 0.340. (2) The peptide sequence is PLHLRYYRITYGETG. The MHC is HLA-DPA10301-DPB10402 with pseudo-sequence HLA-DPA10301-DPB10402. The binding affinity (normalized) is 0.282.